Task: Predict the reaction yield, written as a fraction of the theoretical maximum amount of product (1.0 means a 100% yield; for example, 0.34 means a 34% yield).. Dataset: Reaction yield outcomes from USPTO patents with 853,638 reactions (1) The reactants are [NH2:1][C:2]1[O:6][N:5]=[C:4]([C:7]([F:10])([F:9])[F:8])[C:3]=1[CH3:11].[C:12]1([C:22]2[CH:27]=[CH:26][CH:25]=[CH:24][CH:23]=2)[CH:17]=[CH:16][C:15]([S:18](Cl)(=[O:20])=[O:19])=[CH:14][CH:13]=1. No catalyst specified. The product is [CH3:11][C:3]1[C:4]([C:7]([F:10])([F:9])[F:8])=[N:5][O:6][C:2]=1[NH:1][S:18]([C:15]1[CH:14]=[CH:13][C:12]([C:22]2[CH:27]=[CH:26][CH:25]=[CH:24][CH:23]=2)=[CH:17][CH:16]=1)(=[O:20])=[O:19]. The yield is 0.780. (2) The yield is 0.0660. The catalyst is C(Cl)(Cl)Cl.CO.C1(C)C=CC=CC=1. The product is [S:1]1[C:5]2[CH:6]=[C:7]([N:10]3[CH2:14][CH2:13][N:12]([C:15]4[CH:16]=[N:17][CH:18]=[CH:19][C:20]=4[O:31][CH2:30][CH2:29][N:23]4[CH2:28][CH2:27][O:26][CH2:25][CH2:24]4)[C:11]3=[O:22])[CH:8]=[CH:9][C:4]=2[N:3]=[CH:2]1. The reactants are [S:1]1[C:5]2[CH:6]=[C:7]([N:10]3[CH2:14][CH2:13][N:12]([C:15]4[CH:16]=[N:17][CH:18]=[CH:19][C:20]=4Cl)[C:11]3=[O:22])[CH:8]=[CH:9][C:4]=2[N:3]=[CH:2]1.[N:23]1([CH2:29][CH2:30][OH:31])[CH2:28][CH2:27][O:26][CH2:25][CH2:24]1.[OH-].[K+].C(=O)([O-])[O-].[K+].[K+]. (3) The reactants are [C:1]([C:3]1[CH:4]=[C:5]2[C:10](=[CH:11][C:12]=1[O:13][CH2:14][CH:15]1[CH2:20][CH2:19][N:18](OC(OC(C)(C)C)=O)[CH2:17][CH2:16]1)[N:9]=[CH:8][CH:7]=[C:6]2[O:29][C:30]1[CH:31]=[C:32]2[C:36](=[CH:37][CH:38]=1)[NH:35][CH:34]=[CH:33]2)#[N:2].Cl. The catalyst is C(O)C.O1CCCC1. The product is [C:1]([C:3]1[CH:4]=[C:5]2[C:10](=[CH:11][C:12]=1[O:13][CH2:14][CH:15]1[CH2:20][CH2:19][NH:18][CH2:17][CH2:16]1)[N:9]=[CH:8][CH:7]=[C:6]2[O:29][C:30]1[CH:31]=[C:32]2[C:36](=[CH:37][CH:38]=1)[NH:35][CH:34]=[CH:33]2)#[N:2]. The yield is 0.0751. (4) The reactants are [CH3:1][O:2][C:3]([NH:5][CH:6]([CH2:10][CH3:11])[C:7](O)=[O:8])=[O:4].C1C=CC2N(O)N=NC=2C=1.Cl.Cl.Cl.[CH3:25][O:26][C:27](=[O:75])[NH:28][CH:29]([C:33]([N:35]1[CH:41]([C:42]2[NH:43][C:44]([C:47]3[CH:52]=[CH:51][C:50]([C:53]4[CH:62]=[CH:61][C:60]5[C:55](=[CH:56][CH:57]=[C:58]([C:63]6[NH:64][C:65]([CH:68]7[CH2:72][CH:71]([C:73]#[N:74])[CH2:70][NH:69]7)=[N:66][CH:67]=6)[CH:59]=5)[CH:54]=4)=[CH:49][CH:48]=3)=[CH:45][N:46]=2)[CH2:40][C:37]2([CH2:39][CH2:38]2)[CH2:36]1)=[O:34])[CH:30]([CH3:32])[CH3:31].CN1CCOCC1. The catalyst is CN(C=O)C.CCOC(C)=O. The product is [CH3:25][O:26][C:27](=[O:75])[NH:28][CH:29]([C:33]([N:35]1[CH:41]([C:42]2[NH:43][C:44]([C:47]3[CH:48]=[CH:49][C:50]([C:53]4[CH:62]=[CH:61][C:60]5[C:55](=[CH:56][CH:57]=[C:58]([C:63]6[NH:64][C:65]([CH:68]7[CH2:72][CH:71]([C:73]#[N:74])[CH2:70][N:69]7[C:7](=[O:8])[CH:6]([NH:5][C:3]([O:2][CH3:1])=[O:4])[CH2:10][CH3:11])=[N:66][CH:67]=6)[CH:59]=5)[CH:54]=4)=[CH:51][CH:52]=3)=[CH:45][N:46]=2)[CH2:40][C:37]2([CH2:38][CH2:39]2)[CH2:36]1)=[O:34])[CH:30]([CH3:32])[CH3:31]. The yield is 0.540. (5) The reactants are Br[C:2]1[CH:11]=[CH:10][C:9]2[O:8][CH2:7][C:6]3[CH:12]=[C:13]([C:15]([N:17]([C:19]4[CH:24]=[CH:23][C:22]([F:25])=[CH:21][C:20]=4[F:26])[CH3:18])=[O:16])[S:14][C:5]=3[C:4]=2[CH:3]=1.[Cu](C#N)[C:28]#[N:29]. The catalyst is CN(C)C=O.[Cl-].[NH4+].[OH-].[NH4+]. The product is [C:28]([C:2]1[CH:11]=[CH:10][C:9]2[O:8][CH2:7][C:6]3[CH:12]=[C:13]([C:15]([N:17]([C:19]4[CH:24]=[CH:23][C:22]([F:25])=[CH:21][C:20]=4[F:26])[CH3:18])=[O:16])[S:14][C:5]=3[C:4]=2[CH:3]=1)#[N:29]. The yield is 0.790. (6) The reactants are [CH2:1]([C:5]1[N:6]=[C:7]([CH3:27])[NH:8][C:9](=[O:26])[C:10]=1[CH2:11][C:12]1[CH:17]=[CH:16][C:15]([C:18]2[C:19]([C:24]#[N:25])=[CH:20][CH:21]=[CH:22][CH:23]=2)=[CH:14][CH:13]=1)[CH2:2][CH2:3][CH3:4].[H-].[Na+].Br[CH2:31][CH2:32][C:33]1[C:42]2[C:37](=[CH:38][CH:39]=[CH:40][CH:41]=2)[CH:36]=[CH:35][CH:34]=1.[Cl-].O[NH3+:45].[C:46](=[O:49])([O-])[OH:47].[Na+]. The catalyst is C(OCC)(=O)C.CS(C)=O.CN(C)C=O. The product is [CH2:1]([C:5]1[N:6]=[C:7]([CH3:27])[N:8]([CH2:31][CH2:32][C:33]2[C:42]3[C:37](=[CH:38][CH:39]=[CH:40][CH:41]=3)[CH:36]=[CH:35][CH:34]=2)[C:9](=[O:26])[C:10]=1[CH2:11][C:12]1[CH:17]=[CH:16][C:15]([C:18]2[CH:23]=[CH:22][CH:21]=[CH:20][C:19]=2[C:24]2[NH:45][C:46](=[O:49])[O:47][N:25]=2)=[CH:14][CH:13]=1)[CH2:2][CH2:3][CH3:4]. The yield is 0.220. (7) The reactants are [F:1][C:2]1[CH:3]=[C:4]([C:12]([C:14]2[CH:19]=[CH:18][C:17]([F:20])=[CH:16][N:15]=2)=O)[CH:5]=[C:6]([C:8]([F:11])([F:10])[F:9])[CH:7]=1.CC1C=CC(S([CH2:31][N+:32]#[C-])(=O)=O)=CC=1.CC(C)([O-])C.[K+]. The catalyst is COCCOC.C(O)(C)(C)C.COCCOC.C(Cl)Cl. The product is [F:1][C:2]1[CH:3]=[C:4]([CH:12]([C:14]2[CH:19]=[CH:18][C:17]([F:20])=[CH:16][N:15]=2)[C:31]#[N:32])[CH:5]=[C:6]([C:8]([F:11])([F:10])[F:9])[CH:7]=1. The yield is 0.720. (8) The reactants are [Br:1][C:2]1[CH:3]=[C:4]2[C:9](=[CH:10][CH:11]=1)[C:8](=[O:12])[CH2:7][CH2:6][CH2:5]2.[Si]([C:17]#[N:18])(C)(C)C.[H-].[H-].[H-].[H-].[Li+].[Al+3]. The catalyst is C1(C)C=CC=CC=1.[Zn+2].[I-].[I-]. The product is [NH2:18][CH2:17][C:8]1([OH:12])[C:9]2[C:4](=[CH:3][C:2]([Br:1])=[CH:11][CH:10]=2)[CH2:5][CH2:6][CH2:7]1. The yield is 0.790. (9) The reactants are [OH-].[K+].C([O:5][C:6]([C:8]1[NH:9][C:10]2[C:15]([C:16]=1[CH2:17][CH2:18][N:19]([CH3:21])[CH3:20])=[CH:14][C:13]([CH2:22][C@H:23]1[CH2:27][O:26][C:25](=[O:28])[NH:24]1)=[CH:12][CH:11]=2)=[O:7])C. The catalyst is C(O)C. The product is [CH3:21][N:19]([CH3:20])[CH2:18][CH2:17][C:16]1[C:15]2[C:10](=[CH:11][CH:12]=[C:13]([CH2:22][C@H:23]3[CH2:27][O:26][C:25](=[O:28])[NH:24]3)[CH:14]=2)[NH:9][C:8]=1[C:6]([OH:7])=[O:5]. The yield is 0.940. (10) The reactants are S(O)(O)(=O)=O.[CH3:6][S:7][C:8]1[N:13]=[C:12]([NH2:14])[C:11]([NH2:15])=[C:10]([NH2:16])[N:9]=1.O.O.[Cl-:19].[Ba+2].[Cl-].C1(C)C=CC=CC=1. The catalyst is O. The product is [ClH:19].[ClH:19].[NH2:16][C:10]1[C:11]([NH2:15])=[C:12]([NH2:14])[N:13]=[C:8]([S:7][CH3:6])[N:9]=1. The yield is 0.940.